This data is from Forward reaction prediction with 1.9M reactions from USPTO patents (1976-2016). The task is: Predict the product of the given reaction. (1) Given the reactants Cl.[Cl:2][C:3]1[CH:8]=[CH:7][C:6]([NH:9]N)=[CH:5][CH:4]=1.Br[CH2:12][CH2:13][C:14]([O:16][CH2:17][CH3:18])=[O:15].C(N(CC)CC)C.Cl.[CH3:27][N:28]1[CH2:33][CH2:32][C:31](=O)[CH2:30][CH2:29]1, predict the reaction product. The product is: [Cl:2][C:3]1[CH:8]=[CH:7][C:6]2[N:9]([CH2:12][CH2:13][C:14]([O:16][CH2:17][CH3:18])=[O:15])[C:31]3[CH2:32][CH2:33][N:28]([CH3:27])[CH2:29][C:30]=3[C:5]=2[CH:4]=1. (2) Given the reactants [S:1]1[C:5](B(O)O)=[CH:4][C:3]2[CH:9]=[CH:10][CH:11]=[CH:12][C:2]1=2.Cl[C:14]1[C:23]2[C:18](=[CH:19][CH:20]=[CH:21][CH:22]=2)[CH:17]=[CH:16][N:15]=1.C(=O)([O-])[O-].[Na+].[Na+].O, predict the reaction product. The product is: [S:1]1[C:2]2[CH:12]=[CH:11][CH:10]=[CH:9][C:3]=2[CH:4]=[C:5]1[C:14]1[C:23]2[C:18](=[CH:19][CH:20]=[CH:21][CH:22]=2)[CH:17]=[CH:16][N:15]=1. (3) Given the reactants [Br:1][C:2]1[CH:3]=[N:4][C:5]([F:11])=[C:6]([CH:10]=1)[C:7]([OH:9])=O.C(Cl)(C(Cl)=O)=O.[F:18][C:19]1[CH:25]=[C:24]([F:26])[CH:23]=[CH:22][C:20]=1[NH2:21], predict the reaction product. The product is: [Br:1][C:2]1[CH:3]=[N:4][C:5]([F:11])=[C:6]([CH:10]=1)[C:7]([NH:21][C:20]1[CH:22]=[CH:23][C:24]([F:26])=[CH:25][C:19]=1[F:18])=[O:9]. (4) Given the reactants [CH2:1]([Mg]Br)[CH3:2].[CH3:5][C:6]1[C:10]([C:11]2[CH:12]=[C:13]([C:23]([OH:32])([C:26]3[CH:31]=[CH:30][CH:29]=[CH:28][N:27]=3)[CH:24]=[O:25])[C:14]3[N:18]=[C:17]([O:19]CC)[NH:16][C:15]=3[CH:22]=2)=[C:9]([CH3:33])[O:8][N:7]=1, predict the reaction product. The product is: [OH:32][C:23]([C:13]1[C:14]2[NH:18][C:17](=[O:19])[NH:16][C:15]=2[CH:22]=[C:11]([C:10]2[C:6]([CH3:5])=[N:7][O:8][C:9]=2[CH3:33])[CH:12]=1)([C:26]1[CH:31]=[CH:30][CH:29]=[CH:28][N:27]=1)[CH:24]([OH:25])[CH2:1][CH3:2]. (5) Given the reactants [CH3:1][N:2]([CH3:35])[CH:3]1[CH2:8][CH2:7][N:6]([C:9]2[N:14]3[C:15]([CH2:33]O)=[C:16]([CH2:18][N:19]([CH2:30][CH2:31][CH3:32])[C@@H:20]4[C:29]5[N:28]=[CH:27][CH:26]=[CH:25][C:24]=5[CH2:23][CH2:22][CH2:21]4)[N:17]=[C:13]3[CH:12]=[CH:11][CH:10]=2)[CH2:5][CH2:4]1.Cl.[NH2:37]O, predict the reaction product. The product is: [CH3:1][N:2]([CH3:35])[CH:3]1[CH2:8][CH2:7][N:6]([C:9]2[N:14]3[C:15]([C:33]#[N:37])=[C:16]([CH2:18][N:19]([CH2:30][CH2:31][CH3:32])[C@@H:20]4[C:29]5[N:28]=[CH:27][CH:26]=[CH:25][C:24]=5[CH2:23][CH2:22][CH2:21]4)[N:17]=[C:13]3[CH:12]=[CH:11][CH:10]=2)[CH2:5][CH2:4]1. (6) Given the reactants [CH:1]([C:3]1[CH:4]=[N:5][N:6]2[CH:11]=[CH:10][C:9]([C:12]#[N:13])=[CH:8][C:7]=12)=O.[CH3:14][C:15]1[CH:20]=[CH:19][C:18]([N+:21]([O-:23])=[O:22])=[CH:17][C:16]=1[S:24]([NH:27][NH2:28])(=[O:26])=[O:25], predict the reaction product. The product is: [C:12]([C:9]1[CH:10]=[CH:11][N:6]2[N:5]=[CH:4][C:3]([CH:1]=[N:28][NH:27][S:24]([C:16]3[CH:17]=[C:18]([N+:21]([O-:23])=[O:22])[CH:19]=[CH:20][C:15]=3[CH3:14])(=[O:26])=[O:25])=[C:7]2[CH:8]=1)#[N:13]. (7) The product is: [N:1]1([C:7]2[N:23]=[C:10]3[CH:11]=[CH:12][C:13]([NH2:15])=[CH:14][N:9]3[N:8]=2)[CH2:6][CH2:5][O:4][CH2:3][CH2:2]1. Given the reactants [N:1]1([C:7]2[N:23]=[C:10]3[CH:11]=[CH:12][C:13]([NH:15]C(=O)OC(C)(C)C)=[CH:14][N:9]3[N:8]=2)[CH2:6][CH2:5][O:4][CH2:3][CH2:2]1.Cl, predict the reaction product.